From a dataset of Reaction yield outcomes from USPTO patents with 853,638 reactions. Predict the reaction yield, written as a fraction of the theoretical maximum amount of product (1.0 means a 100% yield; for example, 0.34 means a 34% yield). (1) The reactants are Br[C:2]1[CH:10]=[CH:9][CH:8]=[C:7]([Cl:11])[C:3]=1[C:4]([OH:6])=[O:5].[CH3:12][O:13][C:14](=[O:19])[CH2:15][C:16]([CH3:18])=[O:17].[H-].[Na+]. The catalyst is O.[Cu]Br. The product is [Cl:11][C:7]1[CH:8]=[CH:9][CH:10]=[C:2]([CH:15]([C:14]([O:13][CH3:12])=[O:19])[C:16](=[O:17])[CH3:18])[C:3]=1[C:4]([OH:6])=[O:5]. The yield is 0.340. (2) The reactants are ClC1C=C(C=CN=1)C(NC1C=CC(C)=C(C2C=CC(C(O)=O)=CC=2)C=1)=O.[CH3:27][C:28]1[CH:33]=[CH:32][C:31]([NH:34][C:35](=[O:47])[C:36]2[CH:41]=[CH:40][N:39]=[C:38]([N:42]3[CH2:46][CH2:45][CH2:44][CH2:43]3)[CH:37]=2)=[CH:30][C:29]=1[C:48]1[CH:53]=[CH:52][C:51]([C:54]([OH:56])=[O:55])=[CH:50][CH:49]=1.N1CCCC1. No catalyst specified. The product is [CH3:27][C:28]1[CH:33]=[CH:32][C:31]([NH:34][C:35](=[O:47])[C:36]2[CH:41]=[CH:40][N:39]=[C:38]([N:42]3[CH2:46][CH2:45][CH2:44][CH2:43]3)[CH:37]=2)=[CH:30][C:29]=1[C:48]1[CH:49]=[CH:50][C:51]([C:54]([OH:56])=[O:55])=[CH:52][CH:53]=1. The yield is 0.830. (3) The reactants are [CH3:1][C@H:2]1[O:7][C@@H:6]([CH3:8])[CH2:5][N:4]([C:9]2[C:17]3[O:16][CH2:15][C@@H:14]([N:18](C(=O)C(F)(F)F)[C:19]4[CH:32]=[CH:31][C:22]5[C@H:23]([CH2:26][C:27]([O:29]C)=[O:28])[CH2:24][O:25][C:21]=5[CH:20]=4)[C:13]=3[CH:12]=[CH:11][CH:10]=2)[CH2:3]1.[OH-].[Na+].Cl. The catalyst is O1CCCC1.CO.O. The product is [CH3:8][C@H:6]1[O:7][C@@H:2]([CH3:1])[CH2:3][N:4]([C:9]2[C:17]3[O:16][CH2:15][C@@H:14]([NH:18][C:19]4[CH:32]=[CH:31][C:22]5[C@H:23]([CH2:26][C:27]([OH:29])=[O:28])[CH2:24][O:25][C:21]=5[CH:20]=4)[C:13]=3[CH:12]=[CH:11][CH:10]=2)[CH2:5]1. The yield is 0.670. (4) The reactants are C(O[C:6](=[O:25])[NH:7][C@H:8]([CH:13]([C:15](=[O:24])[NH:16][CH2:17][C:18]1[CH:23]=[CH:22][CH:21]=[CH:20][CH:19]=1)[OH:14])[CH2:9][CH2:10][CH2:11][CH3:12])(C)(C)C.FC(F)(F)C(O)=O.C(N(CC)C(C)C)(C)C.[NH:42]1[C:50]2[C:45](=[CH:46][CH:47]=[CH:48][CH:49]=2)[C:44]([CH2:51][C@H:52]([NH:56][C:57](=[O:73])[C@@H:58]([NH:60][C:61]([C:63]2[CH2:64][C:65]3[C:70]([C:71]=2[CH3:72])=[CH:69][CH:68]=[CH:67][CH:66]=3)=[O:62])[CH3:59])C(O)=O)=[CH:43]1.CN(C(ON1N=NC2C=CC=NC1=2)=[N+](C)C)C.F[P-](F)(F)(F)(F)F. The catalyst is ClCCl.CN(C=O)C. The product is [CH2:17]([NH:16][C:15]([CH:13]([OH:14])[C@@H:8]([NH:7][C:6]([C@@H:52]([NH:56][C:57]([C@@H:58]([NH:60][C:61]([C:63]1[CH2:64][C:65]2[C:70]([C:71]=1[CH3:72])=[CH:69][CH:68]=[CH:67][CH:66]=2)=[O:62])[CH3:59])=[O:73])[CH2:51][C:44]1[C:45]2[C:50](=[CH:49][CH:48]=[CH:47][CH:46]=2)[NH:42][CH:43]=1)=[O:25])[CH2:9][CH2:10][CH2:11][CH3:12])=[O:24])[C:18]1[CH:19]=[CH:20][CH:21]=[CH:22][CH:23]=1. The yield is 0.790. (5) The reactants are O=C1C2C(=CC=CC=2)C(=O)[N:3]1[O:12][CH:13]1[CH2:18][N:17]([C:19]([O:21][C:22]([CH3:25])([CH3:24])[CH3:23])=[O:20])[CH2:16][C:15]2[N:26]([CH3:29])[N:27]=[CH:28][C:14]1=2.C(Cl)Cl.O.NN. The catalyst is C(O)C. The product is [NH2:3][O:12][CH:13]1[CH2:18][N:17]([C:19]([O:21][C:22]([CH3:23])([CH3:24])[CH3:25])=[O:20])[CH2:16][C:15]2[N:26]([CH3:29])[N:27]=[CH:28][C:14]1=2. The yield is 0.620. (6) The reactants are [CH3:1][O:2][C:3]([C:5]1[C:10](Br)=[C:9]([NH2:12])[CH:8]=[C:7]([Cl:13])[N:6]=1)=[O:4].[CH2:14]([Sn](CCCC)(CCCC)CCCC)[C:15](=[CH2:17])[CH3:16]. The catalyst is CN(C=O)C.Cl[Pd](Cl)([P](C1C=CC=CC=1)(C1C=CC=CC=1)C1C=CC=CC=1)[P](C1C=CC=CC=1)(C1C=CC=CC=1)C1C=CC=CC=1. The product is [CH3:1][O:2][C:3]([C:5]1[C:10]([CH2:16][C:15]([CH3:17])=[CH2:14])=[C:9]([NH2:12])[CH:8]=[C:7]([Cl:13])[N:6]=1)=[O:4]. The yield is 0.420. (7) The reactants are Cl[C:2]1[N:7]=[CH:6][C:5]([C:8]([C:10]2[C:18]3[C:13](=[N:14][CH:15]=[CH:16][CH:17]=3)[NH:12][CH:11]=2)=[O:9])=[CH:4][CH:3]=1.[F:19][C:20]([F:30])([F:29])[C:21]1[CH:28]=[CH:27][C:24]([CH2:25][NH2:26])=[CH:23][CH:22]=1.O1CCCC1.C(P(C(C)(C)C)C1C=CC=CC=1C1C=CC=CC=1)(C)(C)C. The catalyst is C([O-])(=O)C.[Pd+2].C([O-])(=O)C.O. The product is [NH:12]1[C:13]2=[N:14][CH:15]=[CH:16][CH:17]=[C:18]2[C:10]([C:8]([C:5]2[CH:6]=[N:7][C:2]([NH:26][CH2:25][C:24]3[CH:23]=[CH:22][C:21]([C:20]([F:19])([F:29])[F:30])=[CH:28][CH:27]=3)=[CH:3][CH:4]=2)=[O:9])=[CH:11]1. The yield is 0.185.